From a dataset of Reaction yield outcomes from USPTO patents with 853,638 reactions. Predict the reaction yield, written as a fraction of the theoretical maximum amount of product (1.0 means a 100% yield; for example, 0.34 means a 34% yield). (1) The reactants are Br[C:2]1[C:3]2[C:8]([C:9]([C:16]3[CH:21]=[CH:20][CH:19]=[CH:18][CH:17]=3)=[C:10]3[C:15]=1[CH:14]=[CH:13][CH:12]=[CH:11]3)=[CH:7][CH:6]=[CH:5][CH:4]=2.C([Li])CCC.S([O-])([O-])(=O)=S.[Na+].[Na+].[I:34]I. The catalyst is O1CCCC1. The product is [I:34][C:2]1[C:3]2[C:8]([C:9]([C:16]3[CH:21]=[CH:20][CH:19]=[CH:18][CH:17]=3)=[C:10]3[C:15]=1[CH:14]=[CH:13][CH:12]=[CH:11]3)=[CH:7][CH:6]=[CH:5][CH:4]=2. The yield is 0.830. (2) The reactants are [O:1]([C:8]1[CH:13]=[CH:12][C:11](Br)=[CH:10][CH:9]=1)[C:2]1[CH:7]=[CH:6][CH:5]=[CH:4][CH:3]=1.[Li]CCCC.C([O:23][B:24](OC(C)C)[O:25]C(C)C)(C)C. The catalyst is C1COCC1. The product is [O:1]([C:8]1[CH:13]=[CH:12][C:11]([B:24]([OH:25])[OH:23])=[CH:10][CH:9]=1)[C:2]1[CH:7]=[CH:6][CH:5]=[CH:4][CH:3]=1. The yield is 0.830.